From a dataset of Full USPTO retrosynthesis dataset with 1.9M reactions from patents (1976-2016). Predict the reactants needed to synthesize the given product. The reactants are: I[C:2]1[CH:7]=[CH:6][N:5]([CH3:8])[C:4](=[O:9])[CH:3]=1.[OH:10][C:11]([CH3:42])([CH3:41])[CH2:12][CH2:13][C:14]1([CH:38]([CH3:40])[CH3:39])[O:19][C:18](=[O:20])[N:17]([C@H:21]([C:23]2[CH:28]=[CH:27][C:26](B3OC(C)(C)C(C)(C)O3)=[CH:25][CH:24]=2)[CH3:22])[CH2:16][CH2:15]1.[CH:43]1([C:46]2([CH2:69][C:70]([OH:73])([CH3:72])[CH3:71])[O:51][C:50](=[O:52])[N:49]([C@H:53]([C:55]3[CH:60]=[CH:59][C:58]([C:61]4[CH:66]=[CH:65][N:64]([CH3:67])[C:63](=[O:68])[CH:62]=4)=[CH:57][CH:56]=3)[CH3:54])[CH2:48][CH2:47]2)[CH2:45][CH2:44]1.C([O-])(O)=O.[Na+]. Given the product [OH:10][C:11]([CH3:41])([CH3:42])[CH2:12][CH2:13][C:14]1([CH:38]([CH3:39])[CH3:40])[O:19][C:18](=[O:20])[N:17]([C@H:21]([C:23]2[CH:24]=[CH:25][C:26]([C:2]3[CH:7]=[CH:6][N:5]([CH3:8])[C:4](=[O:9])[CH:3]=3)=[CH:27][CH:28]=2)[CH3:22])[CH2:16][CH2:15]1.[CH:43]1([C:46]2([CH2:69][C:70]([OH:73])([CH3:72])[CH3:71])[O:51][C:50](=[O:52])[N:49]([C@H:53]([C:55]3[CH:60]=[CH:59][C:58]([C:61]4[CH:66]=[CH:65][N:64]([CH3:67])[C:63](=[O:68])[CH:62]=4)=[CH:57][CH:56]=3)[CH3:54])[CH2:48][CH2:47]2)[CH2:44][CH2:45]1, predict the reactants needed to synthesize it.